Dataset: Reaction yield outcomes from USPTO patents with 853,638 reactions. Task: Predict the reaction yield, written as a fraction of the theoretical maximum amount of product (1.0 means a 100% yield; for example, 0.34 means a 34% yield). (1) The reactants are N#N.[F:3][C:4]([F:21])([F:20])[C:5]([CH:7]1[CH2:12][CH2:11][CH2:10][N:9]([C:13]([O:15][C:16]([CH3:19])([CH3:18])[CH3:17])=[O:14])[CH2:8]1)=[O:6].C(=O)=O.CC(C)=O.[CH3:29][O:30][CH2:31][CH2:32][CH2:33][CH2:34][Mg]Cl.[NH4+].[Cl-]. The catalyst is C(OCC)C.C1COCC1. The product is [F:21][C:4]([F:3])([F:20])[C:5]([CH:7]1[CH2:12][CH2:11][CH2:10][N:9]([C:13]([O:15][C:16]([CH3:18])([CH3:17])[CH3:19])=[O:14])[CH2:8]1)([OH:6])[CH2:34][CH2:33][CH2:32][CH2:31][O:30][CH3:29]. The yield is 0.150. (2) The yield is 0.990. The product is [NH2:1][C:4]1[CH:9]=[CH:8][CH:7]=[C:6]([C:10]([F:11])([F:12])[F:13])[C:5]=1[OH:14]. The catalyst is [C].[Pd].C(O)C. The reactants are [N+:1]([C:4]1[CH:9]=[CH:8][CH:7]=[C:6]([C:10]([F:13])([F:12])[F:11])[C:5]=1[OH:14])([O-])=O. (3) The reactants are [F:1][C:2]1[CH:7]=[CH:6][C:5]([CH:8]([OH:13])[CH2:9][CH2:10][CH:11]=[CH2:12])=[CH:4][CH:3]=1.[Cr](Cl)([O-])(=O)=O. The catalyst is ClCCl. The product is [F:1][C:2]1[CH:3]=[CH:4][C:5]([C:8](=[O:13])[CH2:9][CH2:10][CH:11]=[CH2:12])=[CH:6][CH:7]=1. The yield is 0.960. (4) The catalyst is C1COCC1.O. The yield is 0.680. The reactants are [Cl:1][C:2]1[N:11]=[C:10](Cl)[C:9]2[C:4](=[CH:5][CH:6]=[CH:7][CH:8]=2)[N:3]=1.C(N(CC)C(C)C)(C)C.[CH:22]1([CH:28]([C:31]2[CH:36]=[CH:35][CH:34]=[CH:33][CH:32]=2)[CH2:29][NH2:30])[CH2:27][CH2:26][CH2:25][CH2:24][CH2:23]1. The product is [Cl:1][C:2]1[N:11]=[C:10]([NH:30][CH2:29][CH:28]([CH:31]2[CH2:36][CH2:35][CH2:34][CH2:33][CH2:32]2)[C:22]2[CH:23]=[CH:24][CH:25]=[CH:26][CH:27]=2)[C:9]2[C:4](=[CH:5][CH:6]=[CH:7][CH:8]=2)[N:3]=1. (5) The reactants are [C:1]([O:5][C:6]([N:8]1[CH2:13][CH2:12][CH2:11][C@H:10]([C:14]#[N:15])[CH2:9]1)=[O:7])([CH3:4])([CH3:3])[CH3:2].[NH2:16][OH:17]. The catalyst is C(O)C. The product is [C:1]([O:5][C:6]([N:8]1[CH2:13][CH2:12][CH2:11][C@H:10]([C:14](=[NH:15])[NH:16][OH:17])[CH2:9]1)=[O:7])([CH3:4])([CH3:3])[CH3:2]. The yield is 1.00. (6) The reactants are [C:1]([O:5][C:6](=[O:30])[C:7]1[CH:12]=[CH:11][C:10]([C:13](=[O:28])/[CH:14]=[C:15](\[C:20]2[CH:25]=[C:24]([Cl:26])[CH:23]=[C:22]([Cl:27])[CH:21]=2)/[C:16]([F:19])([F:18])[F:17])=[CH:9][C:8]=1[CH3:29])([CH3:4])([CH3:3])[CH3:2].[N+:31]([CH3:34])([O-:33])=[O:32].C(=O)([O-])[O-].[K+].[K+].O. The product is [C:1]([O:5][C:6](=[O:30])[C:7]1[CH:12]=[CH:11][C:10]([C:13](=[O:28])[CH2:14][C@@:15]([C:20]2[CH:25]=[C:24]([Cl:26])[CH:23]=[C:22]([Cl:27])[CH:21]=2)([CH2:34][N+:31]([O-:33])=[O:32])[C:16]([F:17])([F:19])[F:18])=[CH:9][C:8]=1[CH3:29])([CH3:4])([CH3:3])[CH3:2]. The yield is 0.600. The catalyst is C1(C)C=CC=CC=1. (7) The reactants are [Si:1]([O:8][CH2:9][CH2:10][CH:11]=[CH2:12])([C:4]([CH3:7])([CH3:6])[CH3:5])([CH3:3])[CH3:2].C(O)/C=C\[CH2:16][OH:17]. The catalyst is O1CCCC1. The product is [O:8]([CH2:9][CH2:10][CH:11]=[CH:12][CH2:16][OH:17])[Si:1]([C:4]([CH3:5])([CH3:6])[CH3:7])([CH3:2])[CH3:3]. The yield is 0.650.